From a dataset of Full USPTO retrosynthesis dataset with 1.9M reactions from patents (1976-2016). Predict the reactants needed to synthesize the given product. Given the product [CH2:27]([O:34][C:35]1[CH:40]=[CH:39][CH:38]=[CH:37][C:36]=1[O:41][CH2:2][C:3]1[N:4]=[CH:5][N:6]([C:8]([C:21]2[CH:26]=[CH:25][CH:24]=[CH:23][CH:22]=2)([C:15]2[CH:20]=[CH:19][CH:18]=[CH:17][CH:16]=2)[C:9]2[CH:14]=[CH:13][CH:12]=[CH:11][CH:10]=2)[CH:7]=1)[C:28]1[CH:29]=[CH:30][CH:31]=[CH:32][CH:33]=1, predict the reactants needed to synthesize it. The reactants are: Cl[CH2:2][C:3]1[N:4]=[CH:5][N:6]([C:8]([C:21]2[CH:26]=[CH:25][CH:24]=[CH:23][CH:22]=2)([C:15]2[CH:20]=[CH:19][CH:18]=[CH:17][CH:16]=2)[C:9]2[CH:14]=[CH:13][CH:12]=[CH:11][CH:10]=2)[CH:7]=1.[CH2:27]([O:34][C:35]1[CH:40]=[CH:39][CH:38]=[CH:37][C:36]=1[OH:41])[C:28]1[CH:33]=[CH:32][CH:31]=[CH:30][CH:29]=1.